This data is from Full USPTO retrosynthesis dataset with 1.9M reactions from patents (1976-2016). The task is: Predict the reactants needed to synthesize the given product. (1) Given the product [Br:26][C:8]1[C:7]([O:9][CH3:10])=[CH:6][N:5]=[C:4]([C:11]#[C:12][C:13]2[CH:14]=[CH:15][C:16]([O:19][CH3:20])=[CH:17][CH:18]=2)[C:3]=1[O:2][CH3:1], predict the reactants needed to synthesize it. The reactants are: [CH3:1][O:2][C:3]1[C:4]([C:11]#[C:12][C:13]2[CH:18]=[CH:17][C:16]([O:19][CH3:20])=[CH:15][CH:14]=2)=[N:5][CH:6]=[C:7]([O:9][CH3:10])[CH:8]=1.C([Li])(C)(C)C.[Br:26]Br. (2) Given the product [F:28][C:25]1[CH:26]=[CH:27][C:22]([C@@H:20]([OH:21])[CH2:19][CH2:18][C@@H:8]2[C@@H:7]([C:5]3[S:6][C:2]([C:34]4[CH:33]=[CH:32][CH:31]=[C:30]([OH:29])[CH:35]=4)=[CH:3][CH:4]=3)[N:10]([C:11]3[CH:16]=[CH:15][CH:14]=[CH:13][CH:12]=3)[C:9]2=[O:17])=[CH:23][CH:24]=1, predict the reactants needed to synthesize it. The reactants are: Br[C:2]1[S:6][C:5]([C@H:7]2[N:10]([C:11]3[CH:16]=[CH:15][CH:14]=[CH:13][CH:12]=3)[C:9](=[O:17])[C@@H:8]2[CH2:18][CH2:19][C@@H:20]([C:22]2[CH:27]=[CH:26][C:25]([F:28])=[CH:24][CH:23]=2)[OH:21])=[CH:4][CH:3]=1.[OH:29][C:30]1[CH:31]=[C:32](B(O)O)[CH:33]=[CH:34][CH:35]=1. (3) Given the product [CH2:10]([O:9][C:7]([CH:3]1[CH2:4][CH2:5][CH2:6][C:2]1=[N:20][NH:19][C:17]1[CH:16]=[CH:15][CH:14]=[C:13]([CH3:12])[N:18]=1)=[O:8])[CH3:11], predict the reactants needed to synthesize it. The reactants are: O=[C:2]1[CH2:6][CH2:5][CH2:4][CH:3]1[C:7]([O:9][CH2:10][CH3:11])=[O:8].[CH3:12][C:13]1[N:18]=[C:17]([NH:19][NH2:20])[CH:16]=[CH:15][CH:14]=1. (4) Given the product [C:19]1([CH2:25][CH2:26][CH2:27][CH2:28][CH2:29][O:30][C:2]([Cl:1])=[O:4])[CH:24]=[CH:23][CH:22]=[CH:21][CH:20]=1, predict the reactants needed to synthesize it. The reactants are: [Cl:1][C:2](Cl)([O:4]C(=O)OC(Cl)(Cl)Cl)Cl.N1C=CC=CC=1.[C:19]1([CH2:25][CH2:26][CH2:27][CH2:28][CH2:29][OH:30])[CH:24]=[CH:23][CH:22]=[CH:21][CH:20]=1. (5) Given the product [F:7][C:8]([F:36])([F:35])[C:9]1[CH:10]=[C:11]([CH:32]=[CH:33][CH:34]=1)[CH2:12][NH:13][C:14](=[O:31])[C:15]1[CH:20]=[CH:19][N:18]=[C:17]([C:21]2[CH:26]=[C:25]([O:4][CH:2]([CH3:3])[CH3:1])[CH:24]=[CH:23][C:22]=2[N+:28]([O-:30])=[O:29])[CH:16]=1, predict the reactants needed to synthesize it. The reactants are: [CH3:1][CH:2]([OH:4])[CH3:3].[H-].[Na+].[F:7][C:8]([F:36])([F:35])[C:9]1[CH:10]=[C:11]([CH:32]=[CH:33][CH:34]=1)[CH2:12][NH:13][C:14](=[O:31])[C:15]1[CH:20]=[CH:19][N:18]=[C:17]([C:21]2[CH:26]=[C:25](F)[CH:24]=[CH:23][C:22]=2[N+:28]([O-:30])=[O:29])[CH:16]=1. (6) Given the product [CH3:16][O:15][C:13]1[C:12]([NH:17][C:18]([C:20]2[C:24]3[C:25](=[O:31])[NH:26][C:27]([CH3:29])([CH3:30])[CH2:28][C:23]=3[O:22][CH:21]=2)=[O:19])=[CH:11][CH:10]=[C:9]([N:1]2[CH2:5][CH2:4][C@@H:3]3[CH2:6][N:7]([CH3:32])[CH2:8][C@H:2]23)[N:14]=1, predict the reactants needed to synthesize it. The reactants are: [N:1]1([C:9]2[N:14]=[C:13]([O:15][CH3:16])[C:12]([NH:17][C:18]([C:20]3[C:24]4[C:25](=[O:31])[NH:26][C:27]([CH3:30])([CH3:29])[CH2:28][C:23]=4[O:22][CH:21]=3)=[O:19])=[CH:11][CH:10]=2)[CH2:5][CH2:4][C@@H:3]2[CH2:6][NH:7][CH2:8][C@H:2]12.[CH2:32]=O.[Na]. (7) Given the product [CH3:1][O:2][C:3](=[O:25])[CH:4]=[C:5]1[C:14]2[C:9](=[CH:10][C:11]([S:15]([C:18]3[CH:19]=[CH:20][CH:21]=[CH:22][CH:23]=3)(=[O:16])=[O:17])=[CH:12][CH:13]=2)[CH2:8][CH2:7][CH2:6]1, predict the reactants needed to synthesize it. The reactants are: [CH3:1][O:2][C:3](=[O:25])[CH2:4][C:5]1(O)[C:14]2[C:9](=[CH:10][C:11]([S:15]([C:18]3[CH:23]=[CH:22][CH:21]=[CH:20][CH:19]=3)(=[O:17])=[O:16])=[CH:12][CH:13]=2)[CH2:8][CH2:7][CH2:6]1.C1(C)C=CC(S(O)(=O)=O)=CC=1.CCOC(C)=O.